From a dataset of Reaction yield outcomes from USPTO patents with 853,638 reactions. Predict the reaction yield, written as a fraction of the theoretical maximum amount of product (1.0 means a 100% yield; for example, 0.34 means a 34% yield). (1) The reactants are [C:1]1([C:7]#[CH:8])[CH:6]=[CH:5][CH:4]=[CH:3][CH:2]=1.[CH2:9]([N:16]=[N+:17]=[N-:18])[C:10]1[CH:15]=[CH:14][CH:13]=[CH:12][CH:11]=1. The catalyst is ClCCl. The product is [CH2:9]([N:16]1[CH:8]=[C:7]([C:1]2[CH:6]=[CH:5][CH:4]=[CH:3][CH:2]=2)[N:18]=[N:17]1)[C:10]1[CH:15]=[CH:14][CH:13]=[CH:12][CH:11]=1. The yield is 0.950. (2) The product is [Cl:1][C:2]1[CH:3]=[C:4]2[C:8](=[C:9]([N+:11]([O-:13])=[O:12])[CH:10]=1)[NH:7][C:6]([C:14]1[CH:19]=[CH:18][CH:17]=[CH:16][CH:15]=1)=[C:5]2[CH2:20][N:31]1[CH2:30][CH2:29][NH:28][C:27](=[O:26])[CH2:32]1. The reactants are [Cl:1][C:2]1[CH:3]=[C:4]2[C:8](=[C:9]([N+:11]([O-:13])=[O:12])[CH:10]=1)[NH:7][C:6]([C:14]1[CH:19]=[CH:18][CH:17]=[CH:16][CH:15]=1)=[C:5]2[CH:20]=O.C(O)(=O)C.[O:26]=[C:27]1[CH2:32][NH:31][CH2:30][CH2:29][NH:28]1.C(O[BH-](OC(=O)C)OC(=O)C)(=O)C.[Na+]. The yield is 0.860. The catalyst is ClC(Cl)C.O. (3) The reactants are [N:1]1[C:6]2[NH:7][CH:8]=[CH:9][C:5]=2[C:4](O)=[CH:3][N:2]=1.P(Cl)(Cl)([Cl:13])=O. The catalyst is C(#N)C.[Cl-].C([N+](CC)(CC)CC)C1C=CC=CC=1. The product is [Cl:13][C:4]1[C:5]2[CH:9]=[CH:8][NH:7][C:6]=2[N:1]=[N:2][CH:3]=1. The yield is 0.225. (4) The reactants are [Cl:1][C:2]1[CH:7]=[CH:6][CH:5]=[C:4]([NH:8][NH2:9])[N:3]=1.[F:10][C:11]([F:23])([F:22])[C:12](=O)[CH2:13][C:14]([C:16]1[O:17][CH:18]=[CH:19][CH:20]=1)=O. The catalyst is CC(O)C.Cl. The product is [Cl:1][C:2]1[CH:7]=[CH:6][CH:5]=[C:4]([N:8]2[C:14]([C:16]3[O:17][CH:18]=[CH:19][CH:20]=3)=[CH:13][C:12]([C:11]([F:23])([F:10])[F:22])=[N:9]2)[N:3]=1. The yield is 0.900. (5) The reactants are [F:1][C:2]1[CH:7]=[C:6]([N+:8]([O-])=O)[CH:5]=[CH:4][C:3]=1[CH2:11][CH2:12][CH2:13][C:14]([N:16]([CH3:18])[CH3:17])=[O:15].C(O)(=O)C. The catalyst is C(OCC)(=O)C.[Fe]. The product is [NH2:8][C:6]1[CH:5]=[CH:4][C:3]([CH2:11][CH2:12][CH2:13][C:14]([N:16]([CH3:18])[CH3:17])=[O:15])=[C:2]([F:1])[CH:7]=1. The yield is 0.870. (6) The reactants are Br[C:2]1[C:11]2[O:10][CH2:9][CH:8]([C:12]3[CH:17]=[CH:16][CH:15]=[CH:14][N:13]=3)[N:7]3[C:18](=[O:20])[NH:19][C:5]([C:6]=23)=[CH:4][CH:3]=1.[C:21]([O:29][CH2:30][C:31]1[O:35][N:34]=[C:33]([CH3:36])[C:32]=1B(O)O)(=[O:28])[C:22]1[CH:27]=[CH:26][CH:25]=[CH:24][CH:23]=1.ClCCl. The catalyst is O1CCOCC1.O.C1C=CC(P(C2C=CC=CC=2)[C-]2C=CC=C2)=CC=1.C1C=CC(P(C2C=CC=CC=2)[C-]2C=CC=C2)=CC=1.Cl[Pd]Cl.[Fe+2]. The product is [C:21]([O:29][CH2:30][C:31]1[O:35][N:34]=[C:33]([CH3:36])[C:32]=1[C:2]1[C:11]2[O:10][CH2:9][CH:8]([C:12]3[CH:17]=[CH:16][CH:15]=[CH:14][N:13]=3)[N:7]3[C:18](=[O:20])[NH:19][C:5]([C:6]=23)=[CH:4][CH:3]=1)(=[O:28])[C:22]1[CH:23]=[CH:24][CH:25]=[CH:26][CH:27]=1. The yield is 0.580.